The task is: Predict the product of the given reaction.. This data is from Forward reaction prediction with 1.9M reactions from USPTO patents (1976-2016). (1) Given the reactants [CH3:1][O:2][C:3]1[CH:42]=[CH:41][CH:40]=[CH:39][C:4]=1[C:5]([NH:7][NH:8][C:9]([C:11]1[N:15]([C:16]2[CH:17]=[C:18]([CH2:21][NH:22][C:23](=[O:34])[C@@H:24]([NH:26][C:27](=[O:33])[O:28][C:29]([CH3:32])([CH3:31])[CH3:30])[CH3:25])[S:19][CH:20]=2)[N:14]=[C:13]([C:35]([F:38])([F:37])[F:36])[CH:12]=1)=O)=[O:6].CC(C)N=C=NC(C)C, predict the reaction product. The product is: [CH3:1][O:2][C:3]1[CH:42]=[CH:41][CH:40]=[CH:39][C:4]=1[C:5]1[O:6][C:9]([C:11]2[N:15]([C:16]3[CH:17]=[C:18]([CH2:21][NH:22][C:23](=[O:34])[C@@H:24]([NH:26][C:27](=[O:33])[O:28][C:29]([CH3:30])([CH3:31])[CH3:32])[CH3:25])[S:19][CH:20]=3)[N:14]=[C:13]([C:35]([F:36])([F:37])[F:38])[CH:12]=2)=[N:8][N:7]=1. (2) Given the reactants [CH3:1][N:2]1[C:6]([C:7]([OH:9])=[O:8])=[C:5]([N+:10]([O-:12])=[O:11])[CH:4]=[N:3]1.Cl.[CH3:14]O, predict the reaction product. The product is: [CH3:1][N:2]1[C:6]([C:7]([O:9][CH3:14])=[O:8])=[C:5]([N+:10]([O-:12])=[O:11])[CH:4]=[N:3]1. (3) Given the reactants Cl[C:2]1[N:11]=[CH:10][C:9]2[N:8]3[CH:12]=[N:13][C:14]([C:15]#[N:16])=[C:7]3[C@@H:6]([CH2:17][CH3:18])[N:5]([CH:19]([CH3:21])[CH3:20])[C:4]=2[N:3]=1.[NH2:22][C:23]1[CH:31]=[CH:30][C:26]([C:27]([OH:29])=[O:28])=[CH:25][C:24]=1[O:32][CH3:33].C1(C)C=CC(S(O)(=O)=O)=CC=1, predict the reaction product. The product is: [C:15]([C:14]1[N:13]=[CH:12][N:8]2[C:7]=1[C@@H:6]([CH2:17][CH3:18])[N:5]([CH:19]([CH3:21])[CH3:20])[C:4]1[N:3]=[C:2]([NH:22][C:23]3[CH:31]=[CH:30][C:26]([C:27]([OH:29])=[O:28])=[CH:25][C:24]=3[O:32][CH3:33])[N:11]=[CH:10][C:9]2=1)#[N:16]. (4) Given the reactants [S-:1][CH2:2][CH3:3].[Na+].[Br:5][C:6]1[CH:7]=[CH:8][C:9](F)=[C:10]([C:12]([F:15])([F:14])[F:13])[CH:11]=1.O, predict the reaction product. The product is: [Br:5][C:6]1[CH:7]=[CH:8][C:9]([S:1][CH2:2][CH3:3])=[C:10]([C:12]([F:15])([F:14])[F:13])[CH:11]=1.